This data is from Full USPTO retrosynthesis dataset with 1.9M reactions from patents (1976-2016). The task is: Predict the reactants needed to synthesize the given product. (1) Given the product [Br:20][CH2:2][C:3]1[CH:8]=[C:7]([CH3:9])[CH:6]=[CH:5][C:4]=1/[CH:10]=[CH:11]/[C:12]([O:14][C:15]([CH3:18])([CH3:17])[CH3:16])=[O:13], predict the reactants needed to synthesize it. The reactants are: O[CH2:2][C:3]1[CH:8]=[C:7]([CH3:9])[CH:6]=[CH:5][C:4]=1/[CH:10]=[CH:11]/[C:12]([O:14][C:15]([CH3:18])([CH3:17])[CH3:16])=[O:13].C(Br)(Br)(Br)[Br:20].C1(P(C2C=CC=CC=2)C2C=CC=CC=2)C=CC=CC=1.O. (2) Given the product [CH2:1]([N:8]1[CH:16]=[C:15]2[C:10]([CH:11]=[C:12]([C:17]3[CH:18]=[C:19]([CH:27]4[CH2:31][CH2:30][N:29]([C:38]([N:32]5[CH2:37][CH2:36][O:35][CH2:34][CH2:33]5)=[O:39])[CH2:28]4)[N:20]4[C:25]=3[C:24]([NH2:26])=[N:23][CH:22]=[N:21]4)[CH:13]=[CH:14]2)=[N:9]1)[C:2]1[CH:3]=[CH:4][CH:5]=[CH:6][CH:7]=1, predict the reactants needed to synthesize it. The reactants are: [CH2:1]([N:8]1[CH:16]=[C:15]2[C:10]([CH:11]=[C:12]([C:17]3[CH:18]=[C:19]([CH:27]4[CH2:31][CH2:30][NH:29][CH2:28]4)[N:20]4[C:25]=3[C:24]([NH2:26])=[N:23][CH:22]=[N:21]4)[CH:13]=[CH:14]2)=[N:9]1)[C:2]1[CH:7]=[CH:6][CH:5]=[CH:4][CH:3]=1.[N:32]1([C:38](Cl)=[O:39])[CH2:37][CH2:36][O:35][CH2:34][CH2:33]1.C(N(CC)CC)C.